This data is from Peptide-MHC class I binding affinity with 185,985 pairs from IEDB/IMGT. The task is: Regression. Given a peptide amino acid sequence and an MHC pseudo amino acid sequence, predict their binding affinity value. This is MHC class I binding data. (1) The peptide sequence is DVDIYDAVR. The MHC is HLA-A33:01 with pseudo-sequence HLA-A33:01. The binding affinity (normalized) is 0.286. (2) The peptide sequence is GTILIKVEY. The MHC is HLA-A30:02 with pseudo-sequence HLA-A30:02. The binding affinity (normalized) is 0. (3) The peptide sequence is WRWKSQVTI. The MHC is HLA-A02:06 with pseudo-sequence HLA-A02:06. The binding affinity (normalized) is 0.454. (4) The peptide sequence is IETPNELSF. The MHC is HLA-B15:03 with pseudo-sequence HLA-B15:03. The binding affinity (normalized) is 0.477. (5) The peptide sequence is NGRQHVPV. The MHC is H-2-Db with pseudo-sequence H-2-Db. The binding affinity (normalized) is 0.0358. (6) The peptide sequence is VPRVHNQPQ. The MHC is HLA-B27:05 with pseudo-sequence HLA-B27:05. The binding affinity (normalized) is 0.0847. (7) The peptide sequence is EEVWRDPYL. The MHC is HLA-A11:01 with pseudo-sequence HLA-A11:01. The binding affinity (normalized) is 0.0847. (8) The peptide sequence is DIPLASVI. The MHC is Mamu-A01 with pseudo-sequence Mamu-A01. The binding affinity (normalized) is 0.144. (9) The peptide sequence is ILLLEAGAL. The MHC is HLA-A02:01 with pseudo-sequence HLA-A02:01. The binding affinity (normalized) is 0.217. (10) The peptide sequence is HLPLSPRTLN. The MHC is Mamu-B03 with pseudo-sequence Mamu-B03. The binding affinity (normalized) is 0.